From a dataset of Full USPTO retrosynthesis dataset with 1.9M reactions from patents (1976-2016). Predict the reactants needed to synthesize the given product. (1) Given the product [P:3]([CH2:2][NH:13][CH2:14][C:15]([OH:17])=[O:16])([OH:5])([OH:4])=[O:6].[CH:7]([P:9](=[O:10])([OH:12])[OH:11])=[O:8], predict the reactants needed to synthesize it. The reactants are: O[CH2:2][P:3](=[O:6])([OH:5])[OH:4].[CH:7]([P:9](=[O:12])([OH:11])[OH:10])=[O:8].[NH2:13][CH2:14][C:15]([OH:17])=[O:16]. (2) Given the product [CH3:76][C:77]1[CH:78]=[CH:79][C:80]([S:83]([O:86][CH2:3][CH:2]2[CH2:1][C:4]3[C:9]([CH3:10])=[C:8]([Cl:11])[CH:7]=[C:6]([CH:12]([CH3:13])[CH3:14])[C:5]=3[O:15]2)(=[O:85])=[O:84])=[CH:81][CH:82]=1, predict the reactants needed to synthesize it. The reactants are: [CH2:1]([C:4]1[C:9]([CH3:10])=[C:8]([Cl:11])[CH:7]=[C:6]([CH:12]([CH3:14])[CH3:13])[C:5]=1[OH:15])[CH:2]=[CH2:3].ClC1C=C(C=CC=1)C(OO)=O.C(=O)([O-])[O-].[K+].[K+].ClC1C2OC(CO)CC=2C(C(F)(F)F)=CC=1.ClC1C=C(C(C)C)C2OC(CO)CC=2C=1C.C1(C)C=CC(S(Cl)(=O)=O)=CC=1.[CH3:76][C:77]1[CH:82]=[CH:81][C:80]([S:83]([O:86]CC2CC3C(C(F)(F)F)=CC=C(Cl)C=3O2)(=[O:85])=[O:84])=[CH:79][CH:78]=1. (3) Given the product [Br:14][C:11]1[CH:12]=[CH:13][C:8]([NH:7][C:3](=[O:4])[CH:2]([Cl:1])[CH3:6])=[N:9][CH:10]=1, predict the reactants needed to synthesize it. The reactants are: [Cl:1][CH:2]([CH3:6])[C:3](Cl)=[O:4].[NH2:7][C:8]1[CH:13]=[CH:12][C:11]([Br:14])=[CH:10][N:9]=1.C(N(CC)CC)C.O. (4) Given the product [NH2:1][C:2]1[C:3]([C:9]([NH:11][C:12]2[CH:17]=[CH:16][CH:15]=[C:14]([C:19]3[CH:24]=[CH:23][CH:22]=[CH:21][CH:20]=3)[N:13]=2)=[O:10])=[N:4][C:5]([Cl:8])=[CH:6][N:7]=1, predict the reactants needed to synthesize it. The reactants are: [NH2:1][C:2]1[C:3]([C:9]([NH:11][C:12]2[CH:17]=[CH:16][CH:15]=[C:14](Br)[N:13]=2)=[O:10])=[N:4][C:5]([Cl:8])=[CH:6][N:7]=1.[C:19]1(B(O)O)[CH:24]=[CH:23][CH:22]=[CH:21][CH:20]=1. (5) Given the product [Cl:14][C:13]1[C:8]([C:5](=[N:4][O:3][CH2:2][CH3:1])[CH2:6][NH:7][C:27](=[O:28])[C:26]2[CH:30]=[CH:31][CH:32]=[CH:33][C:25]=2[C:24]([F:23])([F:34])[F:35])=[N:9][CH:10]=[C:11]([Cl:15])[CH:12]=1, predict the reactants needed to synthesize it. The reactants are: [CH3:1][CH2:2][O:3][N:4]=[C:5]([C:8]1[C:13]([Cl:14])=[CH:12][C:11]([Cl:15])=[CH:10][N:9]=1)[CH2:6][NH2:7].C(N(CC)CC)C.[F:23][C:24]([F:35])([F:34])[C:25]1[CH:33]=[CH:32][CH:31]=[CH:30][C:26]=1[C:27](Cl)=[O:28].O. (6) Given the product [C:19]([O:22][C:23](=[O:24])[NH:10][C:9]1[CH:8]=[CH:7][N:6]=[CH:5][C:4]=1[N+:1]([O-:3])=[O:2])([CH3:21])([CH3:20])[CH3:18], predict the reactants needed to synthesize it. The reactants are: [N+:1]([C:4]1[CH:5]=[N:6][CH:7]=[CH:8][C:9]=1[NH2:10])([O-:3])=[O:2].C(N(CC)CC)C.[CH3:18][C:19]([O:22][C:23](O[C:23]([O:22][C:19]([CH3:21])([CH3:20])[CH3:18])=[O:24])=[O:24])([CH3:21])[CH3:20]. (7) Given the product [CH2:12]([O:22][C:23]1[CH:24]=[C:25]([CH2:31][C:32]#[N:33])[CH:26]=[C:27]([CH:29]=[O:30])[CH:28]=1)[CH2:13][CH2:14][CH2:15][CH2:16][CH2:17][CH2:18][CH2:19][CH2:20][CH3:21], predict the reactants needed to synthesize it. The reactants are: C1C=C[NH+]=CC=1.[O-][Cr](Cl)(=O)=O.[CH2:12]([O:22][C:23]1[CH:24]=[C:25]([CH2:31][C:32]#[N:33])[CH:26]=[C:27]([CH2:29][OH:30])[CH:28]=1)[CH2:13][CH2:14][CH2:15][CH2:16][CH2:17][CH2:18][CH2:19][CH2:20][CH3:21].CCOC(C)=O. (8) Given the product [NH2:1][C:2]1[C:11]2[C:6](=[C:7]([C:26]3[CH:27]=[C:22]([O:21][CH3:20])[CH:23]=[CH:24][C:25]=3[O:28][CH3:29])[CH:8]=[CH:9][CH:10]=2)[N:5]=[N:4][C:3]=1[C:13]([NH:15][CH2:16][CH2:17][CH2:18][CH3:19])=[O:14], predict the reactants needed to synthesize it. The reactants are: [NH2:1][C:2]1[C:11]2[C:6](=[C:7](Br)[CH:8]=[CH:9][CH:10]=2)[N:5]=[N:4][C:3]=1[C:13]([NH:15][CH2:16][CH2:17][CH2:18][CH3:19])=[O:14].[CH3:20][O:21][C:22]1[CH:27]=[CH:26][C:25]([O:28][CH3:29])=[CH:24][C:23]=1B(O)O. (9) The reactants are: [CH3:1][O:2][C:3]1[CH:4]=[C:5]2[C:9](=[CH:10][C:11]=1[O:12][CH3:13])[N:8]([CH3:14])[CH:7]=[C:6]2[C:15]1[N:31](S(C2C=CC(C)=CC=2)(=O)=O)[C:18]2=[N:19][CH:20]=[CH:21][C:22]([CH2:23][NH:24][CH2:25][C:26]3[S:27][CH:28]=[CH:29][CH:30]=3)=[C:17]2[CH:16]=1.[OH-].[K+]. Given the product [CH3:1][O:2][C:3]1[CH:4]=[C:5]2[C:9](=[CH:10][C:11]=1[O:12][CH3:13])[N:8]([CH3:14])[CH:7]=[C:6]2[C:15]1[NH:31][C:18]2=[N:19][CH:20]=[CH:21][C:22]([CH2:23][NH:24][CH2:25][C:26]3[S:27][CH:28]=[CH:29][CH:30]=3)=[C:17]2[CH:16]=1, predict the reactants needed to synthesize it. (10) Given the product [CH3:66][C@H:64]1[O:65][C@@H:60]([CH3:59])[CH2:61][N:62]([C:27]([C:18]2[C:19](=[O:26])[C:20]([C:22]([O:24][CH3:25])=[O:23])=[CH:21][N:16]([CH2:15][C:14]3[CH:30]=[CH:31][C:11]([F:10])=[CH:12][CH:13]=3)[CH:17]=2)=[O:28])[CH2:63]1, predict the reactants needed to synthesize it. The reactants are: CCN(C(C)C)C(C)C.[F:10][C:11]1[CH:31]=[CH:30][C:14]([CH2:15][N:16]2[CH:21]=[C:20]([C:22]([O:24][CH3:25])=[O:23])[C:19](=[O:26])[C:18]([C:27](O)=[O:28])=[CH:17]2)=[CH:13][CH:12]=1.CCOC(C(C#N)=NOC(N1CCOCC1)=[N+](C)C)=O.F[P-](F)(F)(F)(F)F.[CH3:59][C@H:60]1[O:65][C@@H:64]([CH3:66])[CH2:63][NH:62][CH2:61]1.Cl.